This data is from Reaction yield outcomes from USPTO patents with 853,638 reactions. The task is: Predict the reaction yield, written as a fraction of the theoretical maximum amount of product (1.0 means a 100% yield; for example, 0.34 means a 34% yield). (1) The catalyst is C([O-])(=O)C.[Pd+2].C([O-])(=O)C.CO.C(Cl)Cl. The product is [CH3:37][S:36][C:33]1[N:32]=[CH:31][C:30]2=[CH:29][CH:28]=[C:27]([C:14]3[CH:15]=[CH:16][CH:17]=[CH:18][CH:19]=3)[N:35]2[N:34]=1. The reactants are [C:14]1(P([C:14]2[CH:19]=[CH:18][CH:17]=[CH:16][CH:15]=2)[C:14]2[CH:19]=[CH:18][CH:17]=[CH:16][CH:15]=2)[CH:19]=[CH:18][CH:17]=[CH:16][CH:15]=1.O1CCOCC1.Br[C:27]1[N:35]2[C:30]([CH:31]=[N:32][C:33]([S:36][CH3:37])=[N:34]2)=[CH:29][CH:28]=1.C1(B(O)O)C=CC=CC=1.CN(C)C=O.C(=O)([O-])[O-].[Na+].[Na+].O. The yield is 0.620. (2) The reactants are [NH2:1][C:2]1[CH:3]=[CH:4][C:5]([C:8]2[CH:13]=[CH:12][C:11]([C:14]34[CH2:21][CH2:20][C:17]([CH2:22][C:23]([O:25][CH3:26])=[O:24])([CH2:18][CH2:19]3)[O:16][CH2:15]4)=[CH:10][CH:9]=2)=[N:6][CH:7]=1.C(O)[C:28]1[CH:33]=[CH:32][CH:31]=[CH:30][CH:29]=1. The catalyst is CC(C)[O-].[Ti+4].CC(C)[O-].CC(C)[O-].CC(C)[O-]. The product is [NH2:1][C:2]1[CH:3]=[CH:4][C:5]([C:8]2[CH:9]=[CH:10][C:11]([C:14]34[CH2:19][CH2:18][C:17]([CH2:22][C:23]([O:25][CH2:26][C:28]5[CH:33]=[CH:32][CH:31]=[CH:30][CH:29]=5)=[O:24])([CH2:20][CH2:21]3)[O:16][CH2:15]4)=[CH:12][CH:13]=2)=[N:6][CH:7]=1. The yield is 0.430.